The task is: Regression. Given two drug SMILES strings and cell line genomic features, predict the synergy score measuring deviation from expected non-interaction effect.. This data is from NCI-60 drug combinations with 297,098 pairs across 59 cell lines. (1) Drug 1: CCC1=CC2CC(C3=C(CN(C2)C1)C4=CC=CC=C4N3)(C5=C(C=C6C(=C5)C78CCN9C7C(C=CC9)(C(C(C8N6C)(C(=O)OC)O)OC(=O)C)CC)OC)C(=O)OC.C(C(C(=O)O)O)(C(=O)O)O. Drug 2: CCC1(CC2CC(C3=C(CCN(C2)C1)C4=CC=CC=C4N3)(C5=C(C=C6C(=C5)C78CCN9C7C(C=CC9)(C(C(C8N6C)(C(=O)OC)O)OC(=O)C)CC)OC)C(=O)OC)O.OS(=O)(=O)O. Cell line: A549. Synergy scores: CSS=57.7, Synergy_ZIP=2.71, Synergy_Bliss=1.81, Synergy_Loewe=-1.47, Synergy_HSA=3.04. (2) Synergy scores: CSS=-4.92, Synergy_ZIP=2.34, Synergy_Bliss=-1.65, Synergy_Loewe=-5.36, Synergy_HSA=-5.85. Drug 2: CC1=C(C(CCC1)(C)C)C=CC(=CC=CC(=CC(=O)O)C)C. Drug 1: C1CCN(CC1)CCOC2=CC=C(C=C2)C(=O)C3=C(SC4=C3C=CC(=C4)O)C5=CC=C(C=C5)O. Cell line: NCIH23. (3) Drug 1: COC1=CC(=CC(=C1O)OC)C2C3C(COC3=O)C(C4=CC5=C(C=C24)OCO5)OC6C(C(C7C(O6)COC(O7)C8=CC=CS8)O)O. Drug 2: CCC(=C(C1=CC=CC=C1)C2=CC=C(C=C2)OCCN(C)C)C3=CC=CC=C3.C(C(=O)O)C(CC(=O)O)(C(=O)O)O. Cell line: ACHN. Synergy scores: CSS=60.0, Synergy_ZIP=3.18, Synergy_Bliss=3.97, Synergy_Loewe=-27.5, Synergy_HSA=3.24. (4) Drug 1: CC1=C(C(=CC=C1)Cl)NC(=O)C2=CN=C(S2)NC3=CC(=NC(=N3)C)N4CCN(CC4)CCO. Drug 2: CNC(=O)C1=NC=CC(=C1)OC2=CC=C(C=C2)NC(=O)NC3=CC(=C(C=C3)Cl)C(F)(F)F. Cell line: T-47D. Synergy scores: CSS=38.2, Synergy_ZIP=2.19, Synergy_Bliss=2.65, Synergy_Loewe=3.84, Synergy_HSA=5.76. (5) Drug 1: CC12CCC3C(C1CCC2=O)CC(=C)C4=CC(=O)C=CC34C. Drug 2: CC1=C(C(CCC1)(C)C)C=CC(=CC=CC(=CC(=O)O)C)C. Cell line: OVCAR-4. Synergy scores: CSS=15.3, Synergy_ZIP=2.96, Synergy_Bliss=1.04, Synergy_Loewe=-0.663, Synergy_HSA=-0.393. (6) Drug 1: C1=CC(=CC=C1CC(C(=O)O)N)N(CCCl)CCCl.Cl. Drug 2: CC(C)NC(=O)C1=CC=C(C=C1)CNNC.Cl. Cell line: TK-10. Synergy scores: CSS=-2.30, Synergy_ZIP=0.374, Synergy_Bliss=-0.812, Synergy_Loewe=-6.86, Synergy_HSA=-4.97. (7) Drug 1: C1=CC(=CC=C1C#N)C(C2=CC=C(C=C2)C#N)N3C=NC=N3. Drug 2: CCCCCOC(=O)NC1=NC(=O)N(C=C1F)C2C(C(C(O2)C)O)O. Cell line: SK-MEL-28. Synergy scores: CSS=-0.489, Synergy_ZIP=2.07, Synergy_Bliss=3.64, Synergy_Loewe=-2.33, Synergy_HSA=-1.65.